Dataset: Full USPTO retrosynthesis dataset with 1.9M reactions from patents (1976-2016). Task: Predict the reactants needed to synthesize the given product. (1) Given the product [NH2:23][C:21]1[N:20]=[CH:19][N:18]=[C:17]2[N:16]([CH:24]3[CH2:29][CH2:28][N:27]([C:40](=[O:41])[CH2:39][CH2:38][N:37]([CH2:43][CH2:44][OH:45])[C:35](=[O:36])[O:34][C:30]([CH3:31])([CH3:32])[CH3:33])[CH2:26][CH2:25]3)[N:15]=[C:14]([C:11]3[CH:10]=[CH:9][C:8]([O:1][C:2]4[CH:7]=[CH:6][CH:5]=[CH:4][CH:3]=4)=[CH:13][CH:12]=3)[C:22]=12, predict the reactants needed to synthesize it. The reactants are: [O:1]([C:8]1[CH:13]=[CH:12][C:11]([C:14]2[C:22]3[C:17](=[N:18][CH:19]=[N:20][C:21]=3[NH2:23])[N:16]([CH:24]3[CH2:29][CH2:28][NH:27][CH2:26][CH2:25]3)[N:15]=2)=[CH:10][CH:9]=1)[C:2]1[CH:7]=[CH:6][CH:5]=[CH:4][CH:3]=1.[C:30]([O:34][C:35]([N:37]([CH2:43][CH2:44][OH:45])[CH2:38][CH2:39][C:40](O)=[O:41])=[O:36])([CH3:33])([CH3:32])[CH3:31].Cl.CN(C)CCCN=C=NCC.C(N(CC)C(C)C)(C)C.ON1C2N=CC=CC=2N=N1. (2) Given the product [C:17]([O:21][C:22](=[O:28])[CH:23]([CH:25]([CH3:26])[CH3:27])[NH:24][C:12]([C:9]1[CH:10]=[C:11]2[C:6]([C:5]([Cl:15])=[CH:4][N:3]=[C:2]2[Cl:1])=[CH:7][CH:8]=1)=[O:13])([CH3:20])([CH3:19])[CH3:18], predict the reactants needed to synthesize it. The reactants are: [Cl:1][C:2]1[C:11]2[C:6](=[CH:7][CH:8]=[C:9]([C:12](Cl)=[O:13])[CH:10]=2)[C:5]([Cl:15])=[CH:4][N:3]=1.Cl.[C:17]([O:21][C:22](=[O:28])[CH:23]([CH:25]([CH3:27])[CH3:26])[NH2:24])([CH3:20])([CH3:19])[CH3:18].CCN(CC)CC.